This data is from NCI-60 drug combinations with 297,098 pairs across 59 cell lines. The task is: Regression. Given two drug SMILES strings and cell line genomic features, predict the synergy score measuring deviation from expected non-interaction effect. (1) Drug 1: C1=CC(=CC=C1CCC2=CNC3=C2C(=O)NC(=N3)N)C(=O)NC(CCC(=O)O)C(=O)O. Drug 2: CCC1(CC2CC(C3=C(CCN(C2)C1)C4=CC=CC=C4N3)(C5=C(C=C6C(=C5)C78CCN9C7C(C=CC9)(C(C(C8N6C=O)(C(=O)OC)O)OC(=O)C)CC)OC)C(=O)OC)O.OS(=O)(=O)O. Cell line: COLO 205. Synergy scores: CSS=50.9, Synergy_ZIP=1.17, Synergy_Bliss=3.55, Synergy_Loewe=-4.15, Synergy_HSA=3.59. (2) Drug 1: C1CCC(C1)C(CC#N)N2C=C(C=N2)C3=C4C=CNC4=NC=N3. Drug 2: CC(C)(C#N)C1=CC(=CC(=C1)CN2C=NC=N2)C(C)(C)C#N. Cell line: UACC62. Synergy scores: CSS=-4.69, Synergy_ZIP=6.63, Synergy_Bliss=4.35, Synergy_Loewe=-5.46, Synergy_HSA=-5.29. (3) Drug 1: COC1=C2C(=CC3=C1OC=C3)C=CC(=O)O2. Drug 2: CCC1(C2=C(COC1=O)C(=O)N3CC4=CC5=C(C=CC(=C5CN(C)C)O)N=C4C3=C2)O.Cl. Cell line: SN12C. Synergy scores: CSS=7.82, Synergy_ZIP=-12.6, Synergy_Bliss=-20.6, Synergy_Loewe=-49.2, Synergy_HSA=-18.3. (4) Drug 1: CN1CCC(CC1)COC2=C(C=C3C(=C2)N=CN=C3NC4=C(C=C(C=C4)Br)F)OC. Drug 2: CC(C1=C(C=CC(=C1Cl)F)Cl)OC2=C(N=CC(=C2)C3=CN(N=C3)C4CCNCC4)N. Cell line: UACC62. Synergy scores: CSS=15.1, Synergy_ZIP=-2.46, Synergy_Bliss=5.27, Synergy_Loewe=4.73, Synergy_HSA=5.55.